Dataset: Catalyst prediction with 721,799 reactions and 888 catalyst types from USPTO. Task: Predict which catalyst facilitates the given reaction. (1) The catalyst class is: 2. Product: [Br:51][C:13]1[CH:14]=[C:15]([CH2:18][N:19]([CH2:33][C:34]2[CH:35]=[CH:36][C:37]([C:40]([F:41])([F:42])[P:43]([OH:45])([OH:48])=[O:44])=[CH:38][CH:39]=2)[S:20]([C:23]2[CH:32]=[CH:31][C:30]3[C:25](=[CH:26][CH:27]=[CH:28][CH:29]=3)[CH:24]=2)(=[O:21])=[O:22])[CH:16]=[CH:17][C:12]=1[C:9]([P:4](=[O:3])([OH:5])[OH:8])([F:11])[F:10]. Reactant: C([O:3][P:4]([C:9]([C:12]1[CH:17]=[CH:16][C:15]([CH2:18][N:19]([CH2:33][C:34]2[CH:39]=[CH:38][C:37]([C:40]([P:43]([O:48]CC)([O:45]CC)=[O:44])([F:42])[F:41])=[CH:36][CH:35]=2)[S:20]([C:23]2[CH:32]=[CH:31][C:30]3[C:25](=[CH:26][CH:27]=[CH:28][CH:29]=3)[CH:24]=2)(=[O:22])=[O:21])=[CH:14][C:13]=1[Br:51])([F:11])[F:10])(=[O:8])[O:5]CC)C.C[Si](N([Si](C)(C)C)C(=O)C(F)(F)F)(C)C.I[Si](C)(C)C. (2) Reactant: [Cl:1][C:2]1[CH:30]=[CH:29][C:5]([O:6][C:7]2[CH:12]=[CH:11][C:10]([N:13]3[CH:17]([C:18]4[CH:23]=[CH:22][CH:21]=[C:20]([C:24]([F:27])([F:26])[F:25])[CH:19]=4)[CH2:16][NH:15][C:14]3=[O:28])=[CH:9][CH:8]=2)=[CH:4][CH:3]=1.I[C:32]1[CH:37]=[CH:36][C:35]([O:38][CH3:39])=[CH:34][CH:33]=1.[O-]P([O-])([O-])=O.[K+].[K+].[K+]. Product: [Cl:1][C:2]1[CH:3]=[CH:4][C:5]([O:6][C:7]2[CH:8]=[CH:9][C:10]([N:13]3[CH:17]([C:18]4[CH:23]=[CH:22][CH:21]=[C:20]([C:24]([F:26])([F:25])[F:27])[CH:19]=4)[CH2:16][N:15]([C:32]4[CH:37]=[CH:36][C:35]([O:38][CH3:39])=[CH:34][CH:33]=4)[C:14]3=[O:28])=[CH:11][CH:12]=2)=[CH:29][CH:30]=1. The catalyst class is: 205. (3) Reactant: [CH2:1]([NH:8][CH2:9][CH:10]([C:12]1[CH:17]=[CH:16][C:15]([O:18][CH3:19])=[CH:14][CH:13]=1)[OH:11])[C:2]1[CH:7]=[CH:6][CH:5]=[CH:4][CH:3]=1.[CH3:20][O:21][C:22]1[CH:23]=[C:24]([CH:27]=[CH:28][CH:29]=1)[CH:25]=O.[BH-](OC(C)=O)(OC(C)=O)OC(C)=O.[Na+].C([O-])(O)=O.[Na+]. Product: [CH2:1]([N:8]([CH2:25][C:24]1[CH:27]=[CH:28][CH:29]=[C:22]([O:21][CH3:20])[CH:23]=1)[CH2:9][CH:10]([C:12]1[CH:13]=[CH:14][C:15]([O:18][CH3:19])=[CH:16][CH:17]=1)[OH:11])[C:2]1[CH:3]=[CH:4][CH:5]=[CH:6][CH:7]=1. The catalyst class is: 26.